This data is from Forward reaction prediction with 1.9M reactions from USPTO patents (1976-2016). The task is: Predict the product of the given reaction. Given the reactants [CH3:1][N:2]1[C:10]2[C:5](=[CH:6][C:7]([NH2:17])=[CH:8][C:9]=2[C:11]2[CH:16]=[CH:15][CH:14]=[CH:13][CH:12]=2)[CH:4]=[CH:3]1.Cl[C:19]1[N:28]=[CH:27][C:26]([Cl:29])=[CH:25][C:20]=1[C:21]([O:23][CH3:24])=[O:22].C(=O)([O-])[O-].[Cs+].[Cs+].C(OCCCC)(=O)C, predict the reaction product. The product is: [Cl:29][C:26]1[CH:27]=[N:28][C:19]([NH:17][C:7]2[CH:6]=[C:5]3[C:10](=[C:9]([C:11]4[CH:16]=[CH:15][CH:14]=[CH:13][CH:12]=4)[CH:8]=2)[N:2]([CH3:1])[CH:3]=[CH:4]3)=[C:20]([CH:25]=1)[C:21]([O:23][CH3:24])=[O:22].